This data is from Catalyst prediction with 721,799 reactions and 888 catalyst types from USPTO. The task is: Predict which catalyst facilitates the given reaction. Reactant: O.[NH2:2][NH2:3].[Br:4][C:5]1[CH:6]=[C:7]2[C:12](=O)[O:11][C:9](=[O:10])[C:8]2=[CH:14][CH:15]=1.Cl. Product: [Br:4][C:5]1[CH:6]=[C:7]2[C:8](=[CH:14][CH:15]=1)[C:9](=[O:10])[NH:3][NH:2][C:12]2=[O:11]. The catalyst class is: 8.